Dataset: Forward reaction prediction with 1.9M reactions from USPTO patents (1976-2016). Task: Predict the product of the given reaction. (1) Given the reactants [Cl:1][C:2]1[C:7]([NH:8][NH2:9])=[N:6][CH:5]=[CH:4][N:3]=1.[CH:10](OCC)(OCC)OCC, predict the reaction product. The product is: [Cl:1][C:2]1[C:7]2[N:6]([CH:10]=[N:9][N:8]=2)[CH:5]=[CH:4][N:3]=1. (2) Given the reactants [CH3:1][C:2]1[N:7]=[CH:6][C:5]([O:8][C:9]2[N:16]=[CH:15][CH:14]=[CH:13][C:10]=2[C:11]#[N:12])=[CH:4][CH:3]=1, predict the reaction product. The product is: [CH3:1][C:2]1[N:7]=[CH:6][C:5]([O:8][C:9]2[C:10]([CH2:11][NH2:12])=[CH:13][CH:14]=[CH:15][N:16]=2)=[CH:4][CH:3]=1. (3) Given the reactants FC1C=C(F)C=CC=1C1C=C(COS(C)(=O)=O)C(=O)N(CC(C)C)N=1.[CH:26]1([CH2:29][N:30]2[C:35](=[O:36])[C:34]([C:37]([O:39]C)=[O:38])=[CH:33][C:32]([C:41]3[CH:46]=[CH:45][C:44]([S:47][CH3:48])=[CH:43][CH:42]=3)=[N:31]2)[CH2:28][CH2:27]1, predict the reaction product. The product is: [C:37]([C:34]1[C:35](=[O:36])[N:30]([CH2:29][CH:26]2[CH2:28][CH2:27]2)[N:31]=[C:32]([C:41]2[CH:46]=[CH:45][C:44]([S:47][CH3:48])=[CH:43][CH:42]=2)[CH:33]=1)([OH:39])=[O:38]. (4) Given the reactants Cl.[F:2][C:3]1[CH:8]=[CH:7][C:6]([N:9]2[C:17]3[C:12](=[CH:13][C:14]([O:18][C@H:19]([C:23]4[CH:32]=[CH:31][C:30]5[C:25](=[CH:26][CH:27]=[CH:28][CH:29]=5)[CH:24]=4)[C@@H:20]([NH2:22])[CH3:21])=[CH:15][CH:16]=3)[CH:11]=[N:10]2)=[CH:5][CH:4]=1.CN(C)C(N(C)C)=N.[F:41][C:42]([F:49])([F:48])[C:43](OCC)=[O:44], predict the reaction product. The product is: [F:41][C:42]([F:49])([F:48])[C:43]([NH:22][C@@H:20]([CH3:21])[C@H:19]([O:18][C:14]1[CH:13]=[C:12]2[C:17](=[CH:16][CH:15]=1)[N:9]([C:6]1[CH:7]=[CH:8][C:3]([F:2])=[CH:4][CH:5]=1)[N:10]=[CH:11]2)[C:23]1[CH:32]=[CH:31][C:30]2[C:25](=[CH:26][CH:27]=[CH:28][CH:29]=2)[CH:24]=1)=[O:44]. (5) Given the reactants [F:1][C:2]([F:10])([F:9])[CH:3]([OH:8])[C:4]([F:7])([F:6])[F:5].Cl[C:12](Cl)([O:14]C(=O)OC(Cl)(Cl)Cl)Cl.C(N(CC)C(C)C)(C)C.[Cl:32][C:33]1[C:34]([CH2:45][N:46]2[CH2:51][CH2:50][NH:49][CH2:48][CH2:47]2)=[C:35]([N:39]2[CH2:44][CH2:43][O:42][CH2:41][CH2:40]2)[CH:36]=[CH:37][CH:38]=1, predict the reaction product. The product is: [F:1][C:2]([F:10])([F:9])[CH:3]([O:8][C:12]([N:49]1[CH2:50][CH2:51][N:46]([CH2:45][C:34]2[C:35]([N:39]3[CH2:44][CH2:43][O:42][CH2:41][CH2:40]3)=[CH:36][CH:37]=[CH:38][C:33]=2[Cl:32])[CH2:47][CH2:48]1)=[O:14])[C:4]([F:7])([F:6])[F:5].